From a dataset of Forward reaction prediction with 1.9M reactions from USPTO patents (1976-2016). Predict the product of the given reaction. (1) Given the reactants [O:1]1[C:10]2[CH:9]=[C:8]([CH2:11][N:12]([CH:20]3[CH2:25][CH2:24][N:23]([CH2:26][CH2:27][N:28]4[C:33](=[O:34])[CH:32]=[N:31][C:30]5[CH:35]=[CH:36][C:37]([O:39][CH3:40])=[N:38][C:29]4=5)[CH2:22][CH2:21]3)C(=O)OC(C)(C)C)[N:7]=[CH:6][C:5]=2[O:4][CH2:3][CH2:2]1.[ClH:41].C(O)C, predict the reaction product. The product is: [ClH:41].[O:1]1[C:10]2[CH:9]=[C:8]([CH2:11][NH:12][CH:20]3[CH2:25][CH2:24][N:23]([CH2:26][CH2:27][N:28]4[C:33](=[O:34])[CH:32]=[N:31][C:30]5[CH:35]=[CH:36][C:37]([O:39][CH3:40])=[N:38][C:29]4=5)[CH2:22][CH2:21]3)[N:7]=[CH:6][C:5]=2[O:4][CH2:3][CH2:2]1. (2) Given the reactants [Br:1][C:2]1[CH:7]=[CH:6][C:5]([NH:8][C:9]2[C:10]([C:17]([OH:19])=O)=[CH:11][N:12]([CH3:16])[C:13](=[O:15])[CH:14]=2)=[C:4]([F:20])[CH:3]=1.CCN=C=NCCCN(C)C.Cl.C1C=CC2N(O)N=NC=2C=1.[CH:43]1([CH2:46][O:47][NH2:48])[CH2:45][CH2:44]1.CCN(CC)CC, predict the reaction product. The product is: [CH:43]1([CH2:46][O:47][NH:48][C:17]([C:10]2[C:9]([NH:8][C:5]3[CH:6]=[CH:7][C:2]([Br:1])=[CH:3][C:4]=3[F:20])=[CH:14][C:13](=[O:15])[N:12]([CH3:16])[CH:11]=2)=[O:19])[CH2:45][CH2:44]1. (3) The product is: [C:8]([Si:12]([C:19]1[CH:24]=[CH:23][CH:22]=[CH:21][CH:20]=1)([C:13]1[CH:14]=[CH:15][CH:16]=[CH:17][CH:18]=1)[O:7][CH2:6][C:5]1[S:1][CH:2]=[N:3][CH:4]=1)([CH3:11])([CH3:9])[CH3:10]. Given the reactants [S:1]1[C:5]([CH2:6][OH:7])=[CH:4][N:3]=[CH:2]1.[C:8]([Si:12](Cl)([C:19]1[CH:24]=[CH:23][CH:22]=[CH:21][CH:20]=1)[C:13]1[CH:18]=[CH:17][CH:16]=[CH:15][CH:14]=1)([CH3:11])([CH3:10])[CH3:9].N1C=CN=C1.O, predict the reaction product. (4) Given the reactants Br[C:2]1[N:7]=[C:6]([CH:8]=[O:9])[CH:5]=[CH:4][CH:3]=1.C([O-])([O-])=O.[Na+].[Na+].[C:16]([C:18]1[CH:23]=[CH:22][C:21](B(O)O)=[CH:20][CH:19]=1)#[N:17], predict the reaction product. The product is: [C:16]([C:18]1[CH:23]=[CH:22][C:21]([C:2]2[N:7]=[C:6]([CH:8]=[O:9])[CH:5]=[CH:4][CH:3]=2)=[CH:20][CH:19]=1)#[N:17]. (5) The product is: [C:21]([N:26]1[CH2:27][CH2:28][C:29]([OH:32])([C:9]2[CH:10]=[CH:11][CH:12]=[CH:13][C:8]=2[S:7][C:4]2[CH:5]=[CH:6][C:1]([CH3:15])=[CH:2][CH:3]=2)[CH2:30][CH2:31]1)([O:23][CH2:24][CH3:25])=[O:22]. Given the reactants [C:1]1([CH3:15])[CH:6]=[CH:5][C:4]([S:7][C:8]2[CH:13]=[CH:12][CH:11]=[CH:10][C:9]=2Br)=[CH:3][CH:2]=1.C([Li])CCC.[C:21]([N:26]1[CH2:31][CH2:30][C:29](=[O:32])[CH2:28][CH2:27]1)([O:23][CH2:24][CH3:25])=[O:22], predict the reaction product. (6) Given the reactants NC([C:4]1[CH:9]=[C:8](Br)[N:7]=[C:6]2[C:11]([CH:14]3[CH2:19][CH2:18][N:17]([C:20]([O:22][C:23]([CH3:26])([CH3:25])[CH3:24])=[O:21])[CH2:16][CH2:15]3)=[N:12][NH:13][C:5]=12)=O.[C:27]1(B(O)O)[CH:32]=[CH:31][CH:30]=[CH:29][CH:28]=1.C([O-])([O-])=O.[K+].[K+].C[N:43]([CH:45]=[O:46])C, predict the reaction product. The product is: [NH2:43][C:45]([C:6]1[N:7]=[C:8]([C:27]2[CH:32]=[CH:31][CH:30]=[CH:29][CH:28]=2)[CH:9]=[C:4]2[C:11]([CH:14]3[CH2:15][CH2:16][N:17]([C:20]([O:22][C:23]([CH3:24])([CH3:26])[CH3:25])=[O:21])[CH2:18][CH2:19]3)=[N:12][NH:13][C:5]=12)=[O:46]. (7) The product is: [CH3:5][O:6][C:7]1[C:12]2[O:13][C:14]([C:16]([O:18][CH3:19])=[O:17])=[CH:15][C:11]=2[CH:10]=[CH:9][CH:8]=1. Given the reactants S(Cl)(Cl)=O.[CH3:5][O:6][C:7]1[C:12]2[O:13][C:14]([C:16]([OH:18])=[O:17])=[CH:15][C:11]=2[CH:10]=[CH:9][CH:8]=1.[CH3:19]O, predict the reaction product. (8) Given the reactants [O:1]1[C:5]([C:6]2[CH:11]=[CH:10][C:9]([NH:12][C:13]3[N:14]=[C:15]([N:23]([C:27]4[CH:32]=[CH:31][CH:30]=[CH:29][CH:28]=4)[CH2:24][CH2:25][OH:26])[C:16]4[CH2:22][NH:21][CH2:20][CH2:19][C:17]=4[N:18]=3)=[CH:8][CH:7]=2)=[CH:4][N:3]=[CH:2]1.C(N(C(C)C)C(C)C)C.F[P-](F)(F)(F)(F)F.N1(OC(N(C)C)=[N+](C)C)C2C=CC=CC=2N=N1.[C:66](O)(=[O:69])[CH2:67][OH:68], predict the reaction product. The product is: [OH:69][CH2:66][C:67]([N:21]1[CH2:20][CH2:19][C:17]2[N:18]=[C:13]([NH:12][C:9]3[CH:10]=[CH:11][C:6]([C:5]4[O:1][CH:2]=[N:3][CH:4]=4)=[CH:7][CH:8]=3)[N:14]=[C:15]([N:23]([CH2:24][CH2:25][OH:26])[C:27]3[CH:28]=[CH:29][CH:30]=[CH:31][CH:32]=3)[C:16]=2[CH2:22]1)=[O:68].